This data is from Forward reaction prediction with 1.9M reactions from USPTO patents (1976-2016). The task is: Predict the product of the given reaction. Given the reactants [C:1]([O:5][C:6]([N:8]1[C:12]2[CH:13]=[CH:14][CH:15]=[CH:16][C:11]=2[NH:10][C:9]1=[O:17])=[O:7])([CH3:4])([CH3:3])[CH3:2].[H-].[Na+].I[CH2:21][CH:22]([CH3:24])[CH3:23], predict the reaction product. The product is: [CH2:21]([N:10]1[C:11]2[CH:16]=[CH:15][CH:14]=[CH:13][C:12]=2[N:8]([C:6]([O:5][C:1]([CH3:4])([CH3:2])[CH3:3])=[O:7])[C:9]1=[O:17])[CH:22]([CH3:24])[CH3:23].